Predict the reactants needed to synthesize the given product. From a dataset of Retrosynthesis with 50K atom-mapped reactions and 10 reaction types from USPTO. (1) Given the product O=C1O[C@]2(CN3CCC2CC3)CN1c1ccc(-c2cncs2)o1, predict the reactants needed to synthesize it. The reactants are: CCCC[Sn](CCCC)(CCCC)c1cncs1.O=C1O[C@]2(CN3CCC2CC3)CN1c1ccc(Br)o1. (2) Given the product CC(C)(C)c1cc(N)n(-c2cccc(OCCCO)c2)n1, predict the reactants needed to synthesize it. The reactants are: CC(C)(C)c1cc(N)n(-c2cccc(O)c2)n1.OCCCCl. (3) Given the product COC(=O)[C@@H](C)NC1CCCCC1, predict the reactants needed to synthesize it. The reactants are: COC(=O)[C@@H](C)N.O=C1CCCCC1. (4) Given the product CCc1c(N)ncnc1N1CCC(c2nc(-c3ccc(F)c(C)c3)cn2CCN2CCC2)CC1, predict the reactants needed to synthesize it. The reactants are: CCc1c(N)ncnc1Cl.Cc1cc(-c2cn(CCN3CCC3)c(C3CCNCC3)n2)ccc1F.